From a dataset of Full USPTO retrosynthesis dataset with 1.9M reactions from patents (1976-2016). Predict the reactants needed to synthesize the given product. Given the product [NH:9]([C:10]1[N:15]=[C:14]([CH3:16])[C:13]([O:17][C:18]2[CH:23]=[CH:22][N:21]=[C:20]([C:24]3[CH:25]=[N:26][N:27]([CH3:29])[CH:28]=3)[CH:19]=2)=[CH:12][CH:11]=1)[NH2:8], predict the reactants needed to synthesize it. The reactants are: C1(C(C2C=CC=CC=2)=[N:8][NH:9][C:10]2[N:15]=[C:14]([CH3:16])[C:13]([O:17][C:18]3[CH:23]=[CH:22][N:21]=[C:20]([C:24]4[CH:25]=[N:26][N:27]([CH3:29])[CH:28]=4)[CH:19]=3)=[CH:12][CH:11]=2)C=CC=CC=1.Cl.